This data is from Reaction yield outcomes from USPTO patents with 853,638 reactions. The task is: Predict the reaction yield, written as a fraction of the theoretical maximum amount of product (1.0 means a 100% yield; for example, 0.34 means a 34% yield). The reactants are [CH3:1][O:2][C:3]1[CH:8]=[CH:7][C:6]([CH2:9][CH2:10][CH2:11]OS(C)(=O)=O)=[CH:5][CH:4]=1.[N-:17]=[N+:18]=[N-:19].[Na+]. No catalyst specified. The product is [CH3:1][O:2][C:3]1[CH:8]=[CH:7][C:6]([CH2:9][CH2:10][CH2:11][N:17]=[N+:18]=[N-:19])=[CH:5][CH:4]=1. The yield is 0.750.